This data is from Full USPTO retrosynthesis dataset with 1.9M reactions from patents (1976-2016). The task is: Predict the reactants needed to synthesize the given product. The reactants are: C[C:2]1[CH:7]=[C:6]([N+:8]([O-:10])=[O:9])[CH:5]=C[C:3]=1[C:11]([F:14])([F:13])[F:12].[OH-].[Na+].[CH3:17][C:18]([OH:20])=[O:19]. Given the product [N+:8]([C:6]1[CH:7]=[CH:2][C:3]([C:11]([F:12])([F:13])[F:14])=[C:17]([CH:5]=1)[C:18]([OH:20])=[O:19])([O-:10])=[O:9], predict the reactants needed to synthesize it.